This data is from Peptide-MHC class II binding affinity with 134,281 pairs from IEDB. The task is: Regression. Given a peptide amino acid sequence and an MHC pseudo amino acid sequence, predict their binding affinity value. This is MHC class II binding data. (1) The peptide sequence is PEIWHHLSTLIKQPD. The MHC is DRB1_0401 with pseudo-sequence DRB1_0401. The binding affinity (normalized) is 0.776. (2) The peptide sequence is AFKVAATAANHAPAN. The MHC is DRB1_1001 with pseudo-sequence DRB1_1001. The binding affinity (normalized) is 0.887. (3) The peptide sequence is IEFRFYKEITNVFRG. The MHC is HLA-DQA10101-DQB10501 with pseudo-sequence HLA-DQA10101-DQB10501. The binding affinity (normalized) is 0.399. (4) The peptide sequence is ALQSHDDVALVSVMW. The MHC is DRB3_0101 with pseudo-sequence DRB3_0101. The binding affinity (normalized) is 0.593. (5) The peptide sequence is TLGVNMVRRGVRSLS. The MHC is H-2-IAd with pseudo-sequence H-2-IAd. The binding affinity (normalized) is 0.627. (6) The peptide sequence is VLGLPAIKAWVAKRP. The MHC is HLA-DQA10201-DQB10202 with pseudo-sequence HLA-DQA10201-DQB10202. The binding affinity (normalized) is 0.